Dataset: Full USPTO retrosynthesis dataset with 1.9M reactions from patents (1976-2016). Task: Predict the reactants needed to synthesize the given product. (1) Given the product [Cl:11][C:5]1[C:6]([C:7](=[O:9])[NH:15][CH2:18][C:19]2[CH:20]=[CH:21][CH:22]=[C:36]([CH2:35][N:31]([CH3:28])[CH3:32])[CH:24]=2)=[CH:10][C:2]([NH:1][C:42]([C:38]2[O:37][CH:41]=[CH:40][CH:39]=2)=[O:43])=[C:3]([N:12]2[CH2:13][CH2:14][N:15]([C:18]3[CH:23]=[CH:22][CH:21]=[CH:20][C:19]=3[CH3:24])[CH2:16][CH2:17]2)[CH:4]=1, predict the reactants needed to synthesize it. The reactants are: [NH2:1][C:2]1[C:3]([N:12]2[CH2:17][CH2:16][N:15]([C:18]3[CH:23]=[CH:22][CH:21]=[CH:20][C:19]=3[CH3:24])[CH2:14][CH2:13]2)=[CH:4][C:5]([Cl:11])=[C:6]([CH:10]=1)[C:7]([OH:9])=O.ClCCl.[CH:28]([N:31]([CH2:35][CH3:36])[CH:32](C)C)(C)C.[O:37]1[CH:41]=[CH:40][CH:39]=[C:38]1[C:42](Cl)=[O:43]. (2) Given the product [CH3:25][O:24][C:7]1[CH:6]=[CH:5][C:4]2[N:3]=[C:2]([NH:26][C:27]3[CH:32]=[CH:31][CH:30]=[CH:29][CH:28]=3)[C:11]3=[N:12][NH:13][CH:14]=[C:10]3[C:9]=2[CH:8]=1, predict the reactants needed to synthesize it. The reactants are: Cl[C:2]1[C:11]2=[N:12][N:13](CC3C=CC(OC)=CC=3)[CH:14]=[C:10]2[C:9]2[CH:8]=[C:7]([O:24][CH3:25])[CH:6]=[CH:5][C:4]=2[N:3]=1.[NH2:26][C:27]1[CH:32]=[CH:31][CH:30]=[CH:29][CH:28]=1.Cl. (3) Given the product [F:20][CH:2]([F:1])[C:3]1[N:4]([C:9]2[C:18]3[C:13](=[CH:14][CH:15]=[CH:16][CH:17]=3)[C:12]([CH3:19])=[CH:11][CH:10]=2)[C:5]([S:8][CH2:28][C:29]([NH:31][C:32]2[CH:37]=[CH:36][C:35]([S:38](=[O:41])(=[O:40])[NH2:39])=[CH:34][C:33]=2[CH3:42])=[O:30])=[N:6][N:7]=1, predict the reactants needed to synthesize it. The reactants are: [F:1][CH:2]([F:20])[C:3]1[N:4]([C:9]2[C:18]3[C:13](=[CH:14][CH:15]=[CH:16][CH:17]=3)[C:12]([CH3:19])=[CH:11][CH:10]=2)[C:5]([SH:8])=[N:6][N:7]=1.C([O-])([O-])=O.[K+].[K+].C[CH2:28][C:29]([NH:31][C:32]1[CH:37]=[CH:36][C:35]([S:38](=[O:41])(=[O:40])[NH2:39])=[CH:34][C:33]=1[CH3:42])=[O:30].O. (4) Given the product [CH3:2][N:3]([CH3:4])[C:24]([C:15]1[CH:16]=[C:17]2[C:21](=[CH:22][C:14]=1[O:13][CH3:12])[CH2:20][CH2:19][C:18]2=[O:23])=[O:26], predict the reactants needed to synthesize it. The reactants are: Cl.[CH3:2][NH:3][CH3:4].C(N(CC)CC)C.[CH3:12][O:13][C:14]1[CH:22]=[C:21]2[C:17]([C:18](=[O:23])[CH2:19][CH2:20]2)=[CH:16][C:15]=1[C:24]([OH:26])=O.C1C=CC2N(O)N=NC=2C=1.CCN=C=NCCCN(C)C.